This data is from Full USPTO retrosynthesis dataset with 1.9M reactions from patents (1976-2016). The task is: Predict the reactants needed to synthesize the given product. (1) Given the product [Cl:26][C:13]1[CH:12]=[N:11][C:10]2=[N:15][C:14]=1[NH:16][CH2:17][CH2:18][C:19]1[CH:20]=[C:21]([O:25][CH2:2][C:3]3[CH:4]=[C:5]([NH:9]2)[CH:6]=[CH:7][CH:8]=3)[CH:22]=[CH:23][CH:24]=1, predict the reactants needed to synthesize it. The reactants are: Br[CH2:2][C:3]1[CH:4]=[C:5]([NH:9][C:10]2[N:15]=[C:14]([NH:16][CH2:17][CH2:18][C:19]3[CH:20]=[C:21]([OH:25])[CH:22]=[CH:23][CH:24]=3)[C:13]([Cl:26])=[CH:12][N:11]=2)[CH:6]=[CH:7][CH:8]=1.[OH-].[Na+].Cl. (2) Given the product [F:1][C:2]1[CH:11]=[CH:10][C:9]([F:12])=[CH:8][C:3]=1[C:4]1[S:7][C:25]([CH2:24][CH2:23][N:15]([O:14][CH3:13])[C:16](=[O:22])[O:17][C:18]([CH3:20])([CH3:21])[CH3:19])([C:26]2[CH:31]=[CH:30][CH:29]=[CH:28][CH:27]=2)[NH:6][N:5]=1, predict the reactants needed to synthesize it. The reactants are: [F:1][C:2]1[CH:11]=[CH:10][C:9]([F:12])=[CH:8][C:3]=1[C:4](=[S:7])[NH:5][NH2:6].[CH3:13][O:14][N:15]([CH2:23][CH2:24][C:25](=O)[C:26]1[CH:31]=[CH:30][CH:29]=[CH:28][CH:27]=1)[C:16](=[O:22])[O:17][C:18]([CH3:21])([CH3:20])[CH3:19]. (3) Given the product [CH:14]1([NH:17][CH2:7][C:6]2[CH:9]=[CH:10][CH:11]=[C:4]([O:3][C:2]([F:13])([F:12])[F:1])[CH:5]=2)[CH2:16][CH2:15]1, predict the reactants needed to synthesize it. The reactants are: [F:1][C:2]([F:13])([F:12])[O:3][C:4]1[CH:5]=[C:6]([CH:9]=[CH:10][CH:11]=1)[CH:7]=O.[CH:14]1([NH2:17])[CH2:16][CH2:15]1. (4) Given the product [F:1][C:2]1[CH:7]=[CH:6][C:5]([C:8]2[S:12][C:11]([CH:13]3[CH2:14][CH2:15][N:16]([C:31](=[O:37])[N:48]([OH:49])[CH3:47])[CH2:17][CH2:18]3)=[N:10][C:9]=2[C:19]2[CH:20]=[CH:21][C:22]([O:25][CH3:26])=[CH:23][CH:24]=2)=[CH:4][CH:3]=1, predict the reactants needed to synthesize it. The reactants are: [F:1][C:2]1[CH:7]=[CH:6][C:5]([C:8]2[S:12][C:11]([CH:13]3[CH2:18][CH2:17][NH:16][CH2:15][CH2:14]3)=[N:10][C:9]=2[C:19]2[CH:24]=[CH:23][C:22]([O:25][CH3:26])=[CH:21][CH:20]=2)=[CH:4][CH:3]=1.ClC(Cl)(O[C:31](=[O:37])OC(Cl)(Cl)Cl)Cl.C(N(CC)CC)C.Cl.[CH3:47][NH:48][OH:49]. (5) Given the product [CH:1]([C:4]1[NH:8][N:7]=[C:6]([NH:9][C:10]2[C:11]3[CH2:32][CH2:31][CH2:30][C:12]=3[N:13]=[C:14]([N:16]3[CH2:20][CH2:19][CH2:18][C@H:17]3[C:21]([NH:23][C:24]3[CH:25]=[N+:26]([O-:41])[CH:27]=[CH:28][CH:29]=3)=[O:22])[N:15]=2)[CH:5]=1)([CH3:3])[CH3:2], predict the reactants needed to synthesize it. The reactants are: [CH:1]([C:4]1[NH:8][N:7]=[C:6]([NH:9][C:10]2[C:11]3[CH2:32][CH2:31][CH2:30][C:12]=3[N:13]=[C:14]([N:16]3[CH2:20][CH2:19][CH2:18][C@H:17]3[C:21]([NH:23][C:24]3[CH:25]=[N:26][CH:27]=[CH:28][CH:29]=3)=[O:22])[N:15]=2)[CH:5]=1)([CH3:3])[CH3:2].C1C=C(Cl)C=C(C(OO)=[O:41])C=1. (6) The reactants are: [Cl-].O[NH3+:3].[C:4](=[O:7])([O-])[OH:5].[Na+].CS(C)=O.[CH3:13][C:14]1[N:15]([C:39]2[CH:44]=[CH:43][C:42]([S:45][CH3:46])=[CH:41][CH:40]=2)[C:16](=[O:38])[C:17]([CH2:23][C:24]2[CH:29]=[CH:28][C:27]([C:30]3[C:31]([C:36]#[N:37])=[CH:32][CH:33]=[CH:34][CH:35]=3)=[CH:26][CH:25]=2)=[C:18]([CH2:20][CH2:21][CH3:22])[N:19]=1. Given the product [CH3:13][C:14]1[N:15]([C:39]2[CH:44]=[CH:43][C:42]([S:45][CH3:46])=[CH:41][CH:40]=2)[C:16](=[O:38])[C:17]([CH2:23][C:24]2[CH:25]=[CH:26][C:27]([C:30]3[CH:35]=[CH:34][CH:33]=[CH:32][C:31]=3[C:36]3[NH:3][C:4](=[O:7])[O:5][N:37]=3)=[CH:28][CH:29]=2)=[C:18]([CH2:20][CH2:21][CH3:22])[N:19]=1, predict the reactants needed to synthesize it. (7) Given the product [OH:2][NH:1][CH:12]([CH2:11][CH2:10][CH2:9][C:4]1[N:3]=[CH:8][CH:7]=[CH:6][N:5]=1)[CH2:13][S:14]([N:17]1[CH2:22][CH2:21][N:20]([C:23]2[N:28]=[CH:27][C:26]([C:29]3[CH:34]=[CH:33][CH:32]=[CH:31][N:30]=3)=[CH:25][CH:24]=2)[CH2:19][CH2:18]1)(=[O:15])=[O:16], predict the reactants needed to synthesize it. The reactants are: [NH2:1][OH:2].[N:3]1[CH:8]=[CH:7][CH:6]=[N:5][C:4]=1[CH2:9][CH2:10][CH2:11][CH:12]=[CH:13][S:14]([N:17]1[CH2:22][CH2:21][N:20]([C:23]2[N:28]=[CH:27][C:26]([C:29]3[CH:34]=[CH:33][CH:32]=[CH:31][N:30]=3)=[CH:25][CH:24]=2)[CH2:19][CH2:18]1)(=[O:16])=[O:15].